This data is from Catalyst prediction with 721,799 reactions and 888 catalyst types from USPTO. The task is: Predict which catalyst facilitates the given reaction. (1) Reactant: Br[C:2]1[CH:13]=[CH:12][C:5]([CH2:6][N:7]2[CH2:11][CH2:10][CH2:9][CH2:8]2)=[C:4]([F:14])[CH:3]=1.[Li]CCCC.[O:20]=[C:21]1[CH2:24][CH:23]([C:25]([OH:27])=[O:26])[CH2:22]1. Product: [F:14][C:4]1[CH:3]=[C:2]([C:21]2([OH:20])[CH2:24][CH:23]([C:25]([OH:27])=[O:26])[CH2:22]2)[CH:13]=[CH:12][C:5]=1[CH2:6][N:7]1[CH2:11][CH2:10][CH2:9][CH2:8]1. The catalyst class is: 1. (2) The catalyst class is: 5. Reactant: [CH2:1]([O:8][C:9]1[CH:14]=[CH:13][C:12](/[CH:15]=[CH:16]/[C:17]([C:19]2[CH:24]=[CH:23][C:22]([O:25][CH2:26][O:27][CH3:28])=[CH:21][C:20]=2[OH:29])=[O:18])=[CH:11][C:10]=1[O:30][CH2:31][O:32][CH3:33])[C:2]1[CH:7]=[CH:6][CH:5]=[CH:4][CH:3]=1.[OH-:34].[Na+].OO. Product: [CH2:1]([O:8][C:9]1[CH:14]=[CH:13][C:12]([C:15]2[O:29][C:20]3[C:19]([C:17](=[O:18])[C:16]=2[OH:34])=[CH:24][CH:23]=[C:22]([O:25][CH2:26][O:27][CH3:28])[CH:21]=3)=[CH:11][C:10]=1[O:30][CH2:31][O:32][CH3:33])[C:2]1[CH:7]=[CH:6][CH:5]=[CH:4][CH:3]=1. (3) Reactant: [C:1]([O:5][C:6](=[O:21])[CH2:7][C@@H:8]([CH2:12][CH2:13][CH2:14][CH:15]1[CH2:20][CH2:19][CH2:18][CH2:17][CH2:16]1)[C:9]([OH:11])=O)([CH3:4])([CH3:3])[CH3:2].C(N1C=CN=C1)(N1C=CN=C1)=O.O[NH:35][C:36](=[NH:47])[CH2:37][S:38]([C:41]1[CH:46]=[CH:45][CH:44]=[CH:43][CH:42]=1)(=[O:40])=[O:39]. Product: [CH:15]1([CH2:14][CH2:13][CH2:12][C@@H:8]([C:9]2[O:11][N:47]=[C:36]([CH2:37][S:38]([C:41]3[CH:46]=[CH:45][CH:44]=[CH:43][CH:42]=3)(=[O:40])=[O:39])[N:35]=2)[CH2:7][C:6]([O:5][C:1]([CH3:2])([CH3:3])[CH3:4])=[O:21])[CH2:20][CH2:19][CH2:18][CH2:17][CH2:16]1. The catalyst class is: 4. (4) Reactant: [SH:1][C:2]1[NH:3][C:4]2[CH:10]=[CH:9][CH:8]=[CH:7][C:5]=2[N:6]=1.C[O-].[Na+].[CH2:14]([O:22][C:23]1[CH:28]=[CH:27][N:26]=[C:25]([CH2:29]Cl)[C:24]=1[CH3:31])[CH2:15][CH2:16][CH2:17][CH2:18][CH2:19][CH2:20][CH3:21]. Product: [CH2:14]([O:22][C:23]1[CH:28]=[CH:27][N:26]=[C:25]([CH2:29][S:1][C:2]2[NH:6][C:5]3[CH:7]=[CH:8][CH:9]=[CH:10][C:4]=3[N:3]=2)[C:24]=1[CH3:31])[CH2:15][CH2:16][CH2:17][CH2:18][CH2:19][CH2:20][CH3:21]. The catalyst class is: 125. (5) Reactant: S=C1[N:6]([C:7]([O:9][CH2:10][C:11]2[CH:16]=[CH:15][C:14]([O:17][C:18](=[O:20])[CH3:19])=[C:13]([O:21][CH3:22])[CH:12]=2)=[O:8])[CH2:5][CH2:4]S1.C(N)C[C:25]1[CH:30]=[CH:29][CH:28]=[CH:27][CH:26]=1.C(N(CC)CC)C. Product: [C:18]([O:17][C:14]1[CH:15]=[CH:16][C:11]([CH2:10][O:9][C:7](=[O:8])[NH:6][CH2:5][CH2:4][C:25]2[CH:30]=[CH:29][CH:28]=[CH:27][CH:26]=2)=[CH:12][C:13]=1[O:21][CH3:22])(=[O:20])[CH3:19]. The catalyst class is: 76. (6) Reactant: C([O:4][C@H:5]1[C@H:10]([O:11]C(=O)C)[C@@H:9]([O:15]C(=O)C)[C@H:8]([C:19]2[S:20][C:21]([CH2:26][C:27]3[CH:32]=[CH:31][C:30]([CH2:33][CH3:34])=[CH:29][CH:28]=3)=[C:22]([CH3:25])[C:23]=2[CH3:24])[O:7][C@@H:6]1[CH2:35][O:36]C(=O)C)(=O)C.C[O-].[Na+].CC(O)=O. Product: [CH2:33]([C:30]1[CH:31]=[CH:32][C:27]([CH2:26][C:21]2[S:20][C:19]([C@H:8]3[C@H:9]([OH:15])[C@@H:10]([OH:11])[C@H:5]([OH:4])[C@@H:6]([CH2:35][OH:36])[O:7]3)=[C:23]([CH3:24])[C:22]=2[CH3:25])=[CH:28][CH:29]=1)[CH3:34]. The catalyst class is: 5. (7) Reactant: [Br:1][C:2]1[CH:3]=[CH:4][C:5]([O:9][CH3:10])=[C:6]([OH:8])[CH:7]=1.[CH2:11]1[CH2:16][C:14](=[O:15])[CH:13](Cl)[CH2:12]1.C(=O)([O-])[O-].[K+].[K+].CN(C=O)C. Product: [Br:1][C:2]1[CH:3]=[CH:4][C:5]([O:9][CH3:10])=[C:6]([O:8][CH:13]2[CH2:12][CH2:11][CH2:16][C:14]2=[O:15])[CH:7]=1. The catalyst class is: 6. (8) Reactant: C[N:2]([CH:4]=[C:5]1[CH2:11][CH2:10][CH2:9][C:8]2[CH:12]=[C:13]([N:17]3[CH2:21][C@H:20]([CH2:22][NH:23][C:24](=[O:26])[CH3:25])[O:19][C:18]3=[O:27])[C:14]([F:16])=[CH:15][C:7]=2[C:6]1=O)C.O.[NH2:30]N. Product: [F:16][C:14]1[C:13]([N:17]2[CH2:21][C@H:20]([CH2:22][NH:23][C:24](=[O:26])[CH3:25])[O:19][C:18]2=[O:27])=[CH:12][C:8]2[CH2:9][CH2:10][CH2:11][C:5]3[CH:4]=[N:2][NH:30][C:6]=3[C:7]=2[CH:15]=1. The catalyst class is: 8. (9) Reactant: [NH2:1][C:2]1[CH:7]=[C:6](Cl)[CH:5]=[CH:4][N:3]=1.C(N(CC)CC)C.Cl.[CH2:17]([O:19][C:20]([NH:22][C:23]1([CH2:29][N:30]2[CH2:35][CH2:34][N:33]([S:36]([C:39]3[CH:44]=[CH:43][C:42]([CH:45]=[CH2:46])=[CH:41][CH:40]=3)(=[O:38])=[O:37])[CH2:32][C:31]2=[O:47])[CH2:28][CH2:27][NH:26][CH2:25][CH2:24]1)=[O:21])[CH3:18]. Product: [NH2:1][C:2]1[CH:7]=[C:6]([N:26]2[CH2:27][CH2:28][C:23]([CH2:29][N:30]3[CH2:35][CH2:34][N:33]([S:36]([C:39]4[CH:40]=[CH:41][C:42]([CH:45]=[CH2:46])=[CH:43][CH:44]=4)(=[O:38])=[O:37])[CH2:32][C:31]3=[O:47])([NH:22][C:20]([O:19][CH2:17][CH3:18])=[O:21])[CH2:24][CH2:25]2)[CH:5]=[CH:4][N:3]=1. The catalyst class is: 8.